From a dataset of Full USPTO retrosynthesis dataset with 1.9M reactions from patents (1976-2016). Predict the reactants needed to synthesize the given product. (1) Given the product [CH2:2]([O:9][C:10](=[O:19])[NH:11][C:12]1([CH3:18])[CH2:17][CH2:16][N:15]([C:21]2[N:26]=[C:25]([C:27]([F:30])([F:29])[F:28])[CH:24]=[CH:23][N:22]=2)[CH2:14][CH2:13]1)[C:3]1[CH:8]=[CH:7][CH:6]=[CH:5][CH:4]=1, predict the reactants needed to synthesize it. The reactants are: Cl.[CH2:2]([O:9][C:10](=[O:19])[NH:11][C:12]1([CH3:18])[CH2:17][CH2:16][NH:15][CH2:14][CH2:13]1)[C:3]1[CH:8]=[CH:7][CH:6]=[CH:5][CH:4]=1.Cl[C:21]1[N:26]=[C:25]([C:27]([F:30])([F:29])[F:28])[CH:24]=[CH:23][N:22]=1.C(N(C(C)C)CC)(C)C. (2) Given the product [CH2:21]([N:28]1[CH2:50][CH2:49][N:31]2[C:32]3[CH:41]=[C:40]([C:42]4[CH:47]=[CH:46][CH:45]=[CH:44][C:43]=4[F:48])[CH:39]=[CH:38][C:33]=3[NH:34][C:35](=[O:37])[CH2:36][C@H:30]2[CH2:29]1)[C:22]1[CH:27]=[CH:26][CH:25]=[CH:24][CH:23]=1.[F:48][C:43]1[CH:44]=[CH:45][CH:46]=[CH:47][C:42]=1[C:40]1[CH:39]=[CH:38][C:33]2[NH:34][C:35](=[O:37])[CH2:36][C@H:30]3[CH2:29][NH:28][CH2:50][CH2:49][N:31]3[C:32]=2[CH:41]=1, predict the reactants needed to synthesize it. The reactants are: FC1C=CC=CC=1B(O)O.CC1C=C(B(O)O)C=CC=1.[CH2:21]([N:28]1[CH2:50][CH2:49][N:31]2[C:32]3[CH:41]=[C:40]([C:42]4[CH:47]=[CH:46][CH:45]=[CH:44][C:43]=4[F:48])[CH:39]=[CH:38][C:33]=3[NH:34][C:35](=[O:37])[CH2:36][C@H:30]2[CH2:29]1)[C:22]1[CH:27]=[CH:26][CH:25]=[CH:24][CH:23]=1. (3) The reactants are: C[O:2][C:3]1[C:8]([O:9]C)=[CH:7][CH:6]=[CH:5][C:4]=1[C:11]1[CH:16]=[CH:15][C:14]([C:17]2[C:25]3[C:24]([OH:26])=[C:23]([C:27]#[N:28])[C:22](=[O:29])[NH:21][C:20]=3[S:19][CH:18]=2)=[CH:13][CH:12]=1.B(Br)(Br)Br. Given the product [OH:2][C:3]1[C:8]([OH:9])=[CH:7][CH:6]=[CH:5][C:4]=1[C:11]1[CH:16]=[CH:15][C:14]([C:17]2[C:25]3[C:24]([OH:26])=[C:23]([C:27]#[N:28])[C:22](=[O:29])[NH:21][C:20]=3[S:19][CH:18]=2)=[CH:13][CH:12]=1, predict the reactants needed to synthesize it.